Dataset: Reaction yield outcomes from USPTO patents with 853,638 reactions. Task: Predict the reaction yield, written as a fraction of the theoretical maximum amount of product (1.0 means a 100% yield; for example, 0.34 means a 34% yield). (1) The reactants are [OH:1][C:2]1[C:11]([C:12]([O:14][CH3:15])=[O:13])=[CH:10][CH:9]=[CH:8][C:3]=1[C:4]([O:6][CH3:7])=[O:5].[N+:16]([O-])([OH:18])=[O:17].S(=O)(=O)(O)O.O. The catalyst is CCCCCC. The product is [OH:1][C:2]1[C:11]([C:12]([O:14][CH3:15])=[O:13])=[CH:10][C:9]([N+:16]([O-:18])=[O:17])=[CH:8][C:3]=1[C:4]([O:6][CH3:7])=[O:5]. The yield is 0.890. (2) The reactants are [Cl:1][C:2]1[CH:7]=[CH:6][C:5]([S:8]([N:11]2[CH:19]3[CH2:20][CH2:21][CH2:22][CH:12]2[C:13]2[N:14]=[N:15][N:16](S(C4C=CC(Cl)=CC=4)(=O)=O)[C:17]=2[CH2:18]3)(=[O:10])=[O:9])=[CH:4][CH:3]=1.[OH-].[Na+]. The catalyst is C1COCC1.O. The product is [Cl:1][C:2]1[CH:7]=[CH:6][C:5]([S:8]([N:11]2[CH:19]3[CH2:20][CH2:21][CH2:22][CH:12]2[C:13]2[N:14]=[N:15][NH:16][C:17]=2[CH2:18]3)(=[O:9])=[O:10])=[CH:4][CH:3]=1. The yield is 0.540. (3) The reactants are [NH2:1][C@H:2]1[CH2:11][CH2:10][C:9]2[C:8]([S:12]([N:15]3[CH2:24][CH2:23][C:22]4[C:17](=[CH:18][C:19]([C:25]#[N:26])=[CH:20][CH:21]=4)[CH2:16]3)(=[O:14])=[O:13])=[CH:7][CH:6]=[C:5]([O:27][CH3:28])[C:4]=2[CH2:3]1.Br[CH2:30][CH2:31][CH2:32][CH2:33]Br.CCN(C(C)C)C(C)C.[I-].[K+].CN1CCCC1. The catalyst is C1(C)C=CC=CC=1.C(OCC)(=O)C. The product is [CH3:28][O:27][C:5]1[C:4]2[CH2:3][C@@H:2]([N:1]3[CH2:33][CH2:32][CH2:31][CH2:30]3)[CH2:11][CH2:10][C:9]=2[C:8]([S:12]([N:15]2[CH2:24][CH2:23][C:22]3[C:17](=[CH:18][C:19]([C:25]#[N:26])=[CH:20][CH:21]=3)[CH2:16]2)(=[O:14])=[O:13])=[CH:7][CH:6]=1. The yield is 0.200. (4) The reactants are [CH3:1][C:2]1[CH:7]=[CH:6][N:5]=[CH:4][C:3]=1[N:8]1[CH2:12][CH2:11][N:10]([C:13]2[CH:29]=[CH:28][C:16]3[N:17](COCC[Si](C)(C)C)[CH:18]=[N:19][C:15]=3[CH:14]=2)[C:9]1=[O:30].CO. The catalyst is Cl.O1CCOCC1.C(Cl)(Cl)Cl. The product is [NH:17]1[C:16]2[CH:28]=[CH:29][C:13]([N:10]3[CH2:11][CH2:12][N:8]([C:3]4[CH:4]=[N:5][CH:6]=[CH:7][C:2]=4[CH3:1])[C:9]3=[O:30])=[CH:14][C:15]=2[N:19]=[CH:18]1. The yield is 0.468. (5) The reactants are [NH2:1][C:2]1[C:3]([S:8]([NH2:11])(=[O:10])=[O:9])=[N:4][CH:5]=[CH:6][CH:7]=1.[CH2:12]([O:14][C:15](=[O:20])[CH2:16][C:17](Cl)=O)[CH3:13]. The catalyst is O1CCOCC1.C(OCC)(=O)C. The product is [CH2:12]([O:14][C:15](=[O:20])[CH2:16][C:17]1[NH:1][C:2]2[C:3](=[N:4][CH:5]=[CH:6][CH:7]=2)[S:8](=[O:10])(=[O:9])[N:11]=1)[CH3:13]. The yield is 0.110. (6) The yield is 0.700. The product is [Cl:6][CH2:7][CH2:8][O:9][CH2:10][CH2:11][O:12][CH2:13][C:14]([OH:18])=[O:15]. The reactants are OS(O)(=O)=O.[Cl:6][CH2:7][CH2:8][O:9][CH2:10][CH2:11][O:12][CH2:13][CH2:14][OH:15].CC(C)=[O:18].OS(O)(=O)=O.O=[Cr](=O)=O. The catalyst is CC(C)=O.[O-2].[O-2].[O-2].[Cr+6]. (7) The reactants are [CH3:1][C:2]1([CH3:27])[C:7]([C:8]2[CH:13]=[C:12]([C:14](OC)=[O:15])[CH:11]=[CH:10][C:9]=2[C:18]2[CH:23]=[C:22]([O:24][CH3:25])[CH:21]=[CH:20][C:19]=2[F:26])=[CH:6][CH2:5][CH2:4][CH2:3]1.C1COCC1.[H-].[H-].[H-].[H-].[Li+].[Al+3].[OH-].[Na+]. No catalyst specified. The product is [CH3:1][C:2]1([CH3:27])[C:7]([C:8]2[CH:13]=[C:12]([CH2:14][OH:15])[CH:11]=[CH:10][C:9]=2[C:18]2[CH:23]=[C:22]([O:24][CH3:25])[CH:21]=[CH:20][C:19]=2[F:26])=[CH:6][CH2:5][CH2:4][CH2:3]1. The yield is 0.902. (8) The reactants are Br[C:2]1[CH:9]=[CH:8][C:5]([CH:6]=[O:7])=[CH:4][CH:3]=1.[CH3:10][O:11][C:12]1[CH:17]=[CH:16][CH:15]=[CH:14][C:13]=1B(O)O.C([O-])([O-])=O.[Na+].[Na+]. The catalyst is COCCOC.C1COCC1.C1C=CC([P]([Pd]([P](C2C=CC=CC=2)(C2C=CC=CC=2)C2C=CC=CC=2)([P](C2C=CC=CC=2)(C2C=CC=CC=2)C2C=CC=CC=2)[P](C2C=CC=CC=2)(C2C=CC=CC=2)C2C=CC=CC=2)(C2C=CC=CC=2)C2C=CC=CC=2)=CC=1. The product is [CH3:10][O:11][C:12]1[CH:17]=[CH:16][CH:15]=[CH:14][C:13]=1[C:2]1[CH:9]=[CH:8][C:5]([CH:6]=[O:7])=[CH:4][CH:3]=1. The yield is 0.920. (9) The reactants are [CH2:1]([O:8][C:9]([NH:11][CH:12]([CH2:16][CH2:17][C:18](=[O:20])[NH2:19])[C:13]([OH:15])=[O:14])=[O:10])[C:2]1[CH:7]=[CH:6][CH:5]=[CH:4][CH:3]=1.C(=O)(O)[O-].[Na+].[CH2:26](I)[CH3:27]. The catalyst is O. The product is [CH2:26]([O:14][C:13](=[O:15])[CH:12]([NH:11][C:9]([O:8][CH2:1][C:2]1[CH:7]=[CH:6][CH:5]=[CH:4][CH:3]=1)=[O:10])[CH2:16][CH2:17][C:18](=[O:20])[NH2:19])[CH3:27]. The yield is 0.667.